From a dataset of CYP2C9 inhibition data for predicting drug metabolism from PubChem BioAssay. Regression/Classification. Given a drug SMILES string, predict its absorption, distribution, metabolism, or excretion properties. Task type varies by dataset: regression for continuous measurements (e.g., permeability, clearance, half-life) or binary classification for categorical outcomes (e.g., BBB penetration, CYP inhibition). Dataset: cyp2c9_veith. (1) The drug is N[C@@H](CC(=O)O)C(=O)O. The result is 0 (non-inhibitor). (2) The compound is COc1ccc(-c2ccc3c(n2)CCCN3C[C@H](O)CN2CCCc3nc(C)c(C)cc32)cc1. The result is 1 (inhibitor). (3) The compound is COC(=O)[C@@]1(Cc2ccccc2)[C@H]2c3cc(C(=O)N(C)C)n(Cc4ccsc4Br)c3C[C@H]2CN1C(=O)c1ccccc1. The result is 1 (inhibitor). (4) The compound is Cc1nc2cnc(N3CCNCC3)nc2n(C2CC2)c1=O. The result is 0 (non-inhibitor). (5) The drug is Cc1ccc(C)c(-c2cc(C(=O)Nc3nccs3)c3ccccc3n2)c1. The result is 1 (inhibitor). (6) The drug is N=C1CCC[C@@H]1C(=S)SCCC(N)=O. The result is 0 (non-inhibitor). (7) The result is 0 (non-inhibitor). The drug is c1ccc(CN2CCC3(CCCc4ccccc43)CC2)cc1. (8) The drug is CC(=O)O[C@@H]1C[C@]2(C)[C@H](C[C@@H](O)[C@H]3[C@@]4(C)CC[C@@H](O)[C@@H](C)[C@@H]4CC[C@@]32C)/C1=C(\CCC=C(C)C)C(=O)[O-].[Na+]. The result is 0 (non-inhibitor).